This data is from Full USPTO retrosynthesis dataset with 1.9M reactions from patents (1976-2016). The task is: Predict the reactants needed to synthesize the given product. (1) Given the product [CH3:24][S:25]([C:28]1[CH:33]=[CH:32][C:31]([C:2]2[CH:7]=[C:6]([C:8]3[N:12]4[CH:13]=[CH:14][CH:15]=[CH:16][C:11]4=[N:10][C:9]=3[C:17]3[CH:22]=[CH:21][CH:20]=[C:19]([CH3:23])[N:18]=3)[CH:5]=[CH:4][N:3]=2)=[CH:30][CH:29]=1)(=[O:27])=[O:26], predict the reactants needed to synthesize it. The reactants are: Br[C:2]1[CH:7]=[C:6]([C:8]2[N:12]3[CH:13]=[CH:14][CH:15]=[CH:16][C:11]3=[N:10][C:9]=2[C:17]2[CH:22]=[CH:21][CH:20]=[C:19]([CH3:23])[N:18]=2)[CH:5]=[CH:4][N:3]=1.[CH3:24][S:25]([C:28]1[CH:33]=[CH:32][C:31](B(O)O)=[CH:30][CH:29]=1)(=[O:27])=[O:26]. (2) Given the product [O:12]1[CH2:17][CH2:16][CH2:15][CH2:14][CH:13]1[N:1]1[C:5]2[CH:6]=[CH:7][C:8]([C:10]#[N:11])=[CH:9][C:4]=2[N:3]=[CH:2]1, predict the reactants needed to synthesize it. The reactants are: [NH:1]1[C:5]2[CH:6]=[CH:7][C:8]([C:10]#[N:11])=[CH:9][C:4]=2[N:3]=[CH:2]1.[O:12]1[CH:17]=[CH:16][CH2:15][CH2:14][CH2:13]1.CC1C=CC(S(O)(=O)=O)=CC=1.O.